Predict the reactants needed to synthesize the given product. From a dataset of Full USPTO retrosynthesis dataset with 1.9M reactions from patents (1976-2016). (1) Given the product [NH2:1][C:2]1[N:6]([C:7]2[CH:12]=[CH:11][C:10]([F:13])=[CH:9][CH:8]=2)[N:5]=[CH:4][C:3]=1[C:14](=[O:22])[C:15]1[CH:20]=[CH:19][CH:18]=[C:17]([NH:21][CH2:24][CH2:25][CH2:26][Cl:27])[CH:16]=1, predict the reactants needed to synthesize it. The reactants are: [NH2:1][C:2]1[N:6]([C:7]2[CH:12]=[CH:11][C:10]([F:13])=[CH:9][CH:8]=2)[N:5]=[CH:4][C:3]=1[C:14](=[O:22])[C:15]1[CH:20]=[CH:19][CH:18]=[C:17]([NH2:21])[CH:16]=1.Br[CH2:24][CH2:25][CH2:26][Cl:27].C(=O)([O-])[O-].[Cs+].[Cs+]. (2) Given the product [CH3:1][N:2]1[CH:6]=[C:5]([C:7]2[CH:8]=[C:9]3[C:13](=[CH:14][CH:15]=2)[NH:12][CH2:11][CH:10]3[CH2:16][C:17]#[N:18])[CH:4]=[N:3]1, predict the reactants needed to synthesize it. The reactants are: [CH3:1][N:2]1[CH:6]=[C:5]([C:7]2[CH:8]=[C:9]3[C:13](=[CH:14][CH:15]=2)[NH:12][CH:11]=[C:10]3[CH2:16][C:17]#[N:18])[CH:4]=[N:3]1.C([SiH](CC)CC)C.O. (3) Given the product [C:22]([O:26][C:27]([N:29]1[C:33]2[CH:34]=[CH:35][CH:36]=[CH:37][C:32]=2[N:31]=[C:30]1[CH2:38][N:12]([CH2:11][CH2:10][CH2:9][CH2:8][NH:7][C:6]([O:5][C:1]([CH3:2])([CH3:3])[CH3:4])=[O:21])[CH:13]([C:15]1[CH:20]=[CH:19][CH:18]=[CH:17][N:16]=1)[CH3:14])=[O:28])([CH3:25])([CH3:24])[CH3:23], predict the reactants needed to synthesize it. The reactants are: [C:1]([O:5][C:6](=[O:21])[NH:7][CH2:8][CH2:9][CH2:10][CH2:11][NH:12][CH:13]([C:15]1[CH:20]=[CH:19][CH:18]=[CH:17][N:16]=1)[CH3:14])([CH3:4])([CH3:3])[CH3:2].[C:22]([O:26][C:27]([N:29]1[C:33]2[CH:34]=[CH:35][CH:36]=[CH:37][C:32]=2[N:31]=[C:30]1[CH2:38]Cl)=[O:28])([CH3:25])([CH3:24])[CH3:23].CCN(C(C)C)C(C)C. (4) Given the product [C:70]([O:69][P:61]([O:63][CH2:64][C:65]([NH:68][C:20]([C:19]1[CH:23]=[CH:24][C:16]([S:15][C:12]2[CH:11]=[CH:10][C:9]([NH:8][C:6](=[O:7])[O:5][C:1]([CH3:2])([CH3:4])[CH3:3])=[CH:14][CH:13]=2)=[C:17]([NH:25][C:26]2[C:27]3[CH:35]=[CH:34][C:33]([CH:36]([CH3:37])[CH3:38])=[N:32][C:28]=3[N:29]=[CH:30][N:31]=2)[CH:18]=1)=[O:21])([CH3:67])[CH3:66])([O:74][C:75]([CH3:77])([CH3:76])[CH3:78])=[O:62])([CH3:73])([CH3:72])[CH3:71], predict the reactants needed to synthesize it. The reactants are: [C:1]([O:5][C:6]([NH:8][C:9]1[CH:14]=[CH:13][C:12]([S:15][C:16]2[CH:24]=[CH:23][C:19]([C:20](O)=[O:21])=[CH:18][C:17]=2[NH:25][C:26]2[C:27]3[CH:35]=[CH:34][C:33]([CH:36]([CH3:38])[CH3:37])=[N:32][C:28]=3[N:29]=[CH:30][N:31]=2)=[CH:11][CH:10]=1)=[O:7])([CH3:4])([CH3:3])[CH3:2].F[B-](F)(F)F.N1(OC(N(C)C)=[N+](C)C)C2C=CC=CC=2N=N1.[P:61]([O:74][C:75]([CH3:78])([CH3:77])[CH3:76])([O:69][C:70]([CH3:73])([CH3:72])[CH3:71])([O:63][CH2:64][C:65]([NH2:68])([CH3:67])[CH3:66])=[O:62].C(N(CC)C(C)C)(C)C. (5) Given the product [Cl:1][C:2]1[CH:7]=[C:6]([O:8][CH3:9])[C:5]([CH3:10])=[CH:4][C:3]=1[C:11]1[N:12]=[C:13]([C:17]2([C:20]3[CH:25]=[CH:24][CH:23]=[CH:22][C:21]=3[O:26][CH2:30][C:31]#[N:32])[CH2:19][CH2:18]2)[S:14][C:15]=1[CH3:16], predict the reactants needed to synthesize it. The reactants are: [Cl:1][C:2]1[CH:7]=[C:6]([O:8][CH3:9])[C:5]([CH3:10])=[CH:4][C:3]=1[C:11]1[N:12]=[C:13]([C:17]2([C:20]3[CH:25]=[CH:24][CH:23]=[CH:22][C:21]=3[OH:26])[CH2:19][CH2:18]2)[S:14][C:15]=1[CH3:16].[H-].[Na+].Br[CH2:30][C:31]#[N:32]. (6) Given the product [C:1]([O:5][C:6]([NH:8][CH2:9][CH2:10][NH:11][C:12]1[C:17]([C:18]([OH:20])=[O:19])=[CH:16][N:15]=[C:14]2[N:23]([CH3:27])[N:24]=[C:25]([CH3:26])[C:13]=12)=[O:7])([CH3:4])([CH3:3])[CH3:2], predict the reactants needed to synthesize it. The reactants are: [C:1]([O:5][C:6]([NH:8][CH2:9][CH2:10][NH:11][C:12]1[C:17]([C:18]([O:20]CC)=[O:19])=[CH:16][N:15]=[C:14]2[N:23]([CH3:27])[N:24]=[C:25]([CH3:26])[C:13]=12)=[O:7])([CH3:4])([CH3:3])[CH3:2].[OH-].[Na+].[Cl-].[NH4+].